This data is from Catalyst prediction with 721,799 reactions and 888 catalyst types from USPTO. The task is: Predict which catalyst facilitates the given reaction. (1) Reactant: Cl[C:2]1[CH:7]=[C:6]([NH:8][C:9]2[CH:14]=[CH:13][C:12]([N+:15]([O-:17])=[O:16])=[CH:11][C:10]=2[F:18])[CH:5]=[CH:4][N:3]=1.[CH:19]1([C:22]([NH2:24])=[O:23])[CH2:21][CH2:20]1.C([O-])([O-])=O.[Cs+].[Cs+].C1(P(C2C=CC=CC=2)C2C=CC3C(=CC=CC=3)C=2C2C3C(=CC=CC=3)C=CC=2P(C2C=CC=CC=2)C2C=CC=CC=2)C=CC=CC=1. Product: [F:18][C:10]1[CH:11]=[C:12]([N+:15]([O-:17])=[O:16])[CH:13]=[CH:14][C:9]=1[NH:8][C:6]1[CH:5]=[CH:4][N:3]=[C:2]([NH:24][C:22]([CH:19]2[CH2:21][CH2:20]2)=[O:23])[CH:7]=1. The catalyst class is: 552. (2) Reactant: C(O[BH-](OC(=O)C)OC(=O)C)(=O)C.[Na+].[F:15][C:16]([F:51])([F:50])[C:17]1[CH:18]=[C:19]([CH:43]=[C:44]([C:46]([F:49])([F:48])[F:47])[CH:45]=1)[C:20]([N:22]1[CH2:27][CH2:26][NH:25][CH2:24][C@H:23]1[CH2:28][C:29]1[CH:34]=[CH:33][C:32]([CH3:35])=[C:31]([O:36][CH2:37][O:38][CH2:39][CH2:40][O:41][CH3:42])[CH:30]=1)=[O:21].[CH3:52][N:53]1[CH:57]=[C:56]([CH:58]=O)[CH:55]=[N:54]1. Product: [F:51][C:16]([F:15])([F:50])[C:17]1[CH:18]=[C:19]([CH:43]=[C:44]([C:46]([F:47])([F:48])[F:49])[CH:45]=1)[C:20]([N:22]1[CH2:27][CH2:26][N:25]([CH2:58][C:56]2[CH:55]=[N:54][N:53]([CH3:52])[CH:57]=2)[CH2:24][C@H:23]1[CH2:28][C:29]1[CH:34]=[CH:33][C:32]([CH3:35])=[C:31]([O:36][CH2:37][O:38][CH2:39][CH2:40][O:41][CH3:42])[CH:30]=1)=[O:21]. The catalyst class is: 4. (3) Reactant: [CH3:1][CH:2]1[O:7][C:6]2[CH:8]=[CH:9][C:10](/[CH:12]=[CH:13]/[C:14]([O:16][CH2:17][CH3:18])=[O:15])=[CH:11][C:5]=2[NH:4][C:3]1=[O:19]. Product: [CH3:1][CH:2]1[O:7][C:6]2[CH:8]=[CH:9][C:10]([CH2:12][CH2:13][C:14]([O:16][CH2:17][CH3:18])=[O:15])=[CH:11][C:5]=2[NH:4][C:3]1=[O:19]. The catalyst class is: 256.